Dataset: NCI-60 drug combinations with 297,098 pairs across 59 cell lines. Task: Regression. Given two drug SMILES strings and cell line genomic features, predict the synergy score measuring deviation from expected non-interaction effect. (1) Drug 1: CS(=O)(=O)C1=CC(=C(C=C1)C(=O)NC2=CC(=C(C=C2)Cl)C3=CC=CC=N3)Cl. Drug 2: CC12CCC3C(C1CCC2OP(=O)(O)O)CCC4=C3C=CC(=C4)OC(=O)N(CCCl)CCCl.[Na+]. Cell line: SNB-75. Synergy scores: CSS=-0.439, Synergy_ZIP=-2.74, Synergy_Bliss=-6.86, Synergy_Loewe=-11.6, Synergy_HSA=-8.88. (2) Drug 1: CC1=C2C(C(=O)C3(C(CC4C(C3C(C(C2(C)C)(CC1OC(=O)C(C(C5=CC=CC=C5)NC(=O)OC(C)(C)C)O)O)OC(=O)C6=CC=CC=C6)(CO4)OC(=O)C)O)C)O. Drug 2: B(C(CC(C)C)NC(=O)C(CC1=CC=CC=C1)NC(=O)C2=NC=CN=C2)(O)O. Cell line: UACC-257. Synergy scores: CSS=10.1, Synergy_ZIP=-2.60, Synergy_Bliss=-4.10, Synergy_Loewe=-14.2, Synergy_HSA=-2.37. (3) Drug 1: CN(C)C(=N)N=C(N)N. Drug 2: CC1=C(C(=CC=C1)Cl)NC(=O)C2=CN=C(S2)NC3=CC(=NC(=N3)C)N4CCN(CC4)CCO. Cell line: HCT116. Synergy scores: CSS=-9.44, Synergy_ZIP=2.82, Synergy_Bliss=-8.33, Synergy_Loewe=-13.1, Synergy_HSA=-13.3.